This data is from Forward reaction prediction with 1.9M reactions from USPTO patents (1976-2016). The task is: Predict the product of the given reaction. (1) Given the reactants Br[C:2]1[CH:3]=[CH:4][C:5]([N+:8]([O-:10])=[O:9])=[N:6][CH:7]=1.C(=O)([O-])[O-].[Cs+].[Cs+].[C:17]([C:19]([C:22]1[CH:23]=[C:24]([CH:35]=[CH:36][CH:37]=1)[C:25]([NH:27][C:28]1[CH:33]=[CH:32][CH:31]=[C:30]([OH:34])[CH:29]=1)=[O:26])([CH3:21])[CH3:20])#[N:18].O, predict the reaction product. The product is: [C:17]([C:19]([C:22]1[CH:23]=[C:24]([CH:35]=[CH:36][CH:37]=1)[C:25]([NH:27][C:28]1[CH:33]=[CH:32][CH:31]=[C:30]([O:34][C:2]2[CH:7]=[N:6][C:5]([N+:8]([O-:10])=[O:9])=[CH:4][CH:3]=2)[CH:29]=1)=[O:26])([CH3:21])[CH3:20])#[N:18]. (2) Given the reactants Cl[CH2:2][C:3]1[N:7]=[C:6]([C:8]2[CH:13]=[CH:12][CH:11]=[C:10]([O:14][CH3:15])[CH:9]=2)[O:5][N:4]=1.C(=O)([O-])[O-].[K+].[K+].[CH3:22][N:23]1[C:27]([C:28]2[S:29][CH:30]=[CH:31][CH:32]=2)=[N:26][N:25]=[C:24]1[SH:33], predict the reaction product. The product is: [CH3:15][O:14][C:10]1[CH:9]=[C:8]([C:6]2[O:5][N:4]=[C:3]([CH2:2][S:33][C:24]3[N:23]([CH3:22])[C:27]([C:28]4[S:29][CH:30]=[CH:31][CH:32]=4)=[N:26][N:25]=3)[N:7]=2)[CH:13]=[CH:12][CH:11]=1. (3) Given the reactants C(OC([N:8]1[CH2:13][CH2:12][CH:11]([S:14]([C:17]2[CH:22]=[CH:21][CH:20]=[CH:19][C:18]=2/[CH:23]=[CH:24]/[C:25]([O:27][CH3:28])=[O:26])(=[O:16])=[O:15])[CH2:10][CH2:9]1)=O)(C)(C)C.[ClH:29].O1CCOCC1, predict the reaction product. The product is: [Cl-:29].[CH3:28][O:27][C:25](=[O:26])/[CH:24]=[CH:23]/[C:18]1[CH:19]=[CH:20][CH:21]=[CH:22][C:17]=1[S:14]([CH:11]1[CH2:12][CH2:13][NH2+:8][CH2:9][CH2:10]1)(=[O:15])=[O:16].